From a dataset of Forward reaction prediction with 1.9M reactions from USPTO patents (1976-2016). Predict the product of the given reaction. (1) Given the reactants [CH2:1]([O:4][C@H:5]1[C:13]2[C:8](=[CH:9][C:10]([O:14][CH3:15])=[CH:11][CH:12]=2)[C@@H:7]([NH:16][CH2:17][C@@H:18]([OH:30])[C@@H:19]([NH2:29])[CH2:20][C:21]2[CH:26]=[C:25]([F:27])[CH:24]=[C:23]([F:28])[CH:22]=2)[CH2:6]1)[CH:2]=[CH2:3].[O:31]=[C:32]1[CH2:36][CH2:35][CH2:34][N:33]1[CH:37]([CH2:41][CH:42]=[CH2:43])[C:38](O)=[O:39].C(Cl)CCl.C1C=CC2N(O)N=NC=2C=1.CCN(C(C)C)C(C)C.C([O-])(O)=O.[Na+], predict the reaction product. The product is: [CH2:1]([O:4][C@H:5]1[C:13]2[C:8](=[CH:9][C:10]([O:14][CH3:15])=[CH:11][CH:12]=2)[C@@H:7]([NH:16][CH2:17][C@@H:18]([OH:30])[C@@H:19]([NH:29][C:38](=[O:39])[C@@H:37]([N:33]2[CH2:34][CH2:35][CH2:36][C:32]2=[O:31])[CH2:41][CH:42]=[CH2:43])[CH2:20][C:21]2[CH:22]=[C:23]([F:28])[CH:24]=[C:25]([F:27])[CH:26]=2)[CH2:6]1)[CH:2]=[CH2:3]. (2) The product is: [C:35]1([CH2:34][NH:33][C:31]([CH:30]([NH:29][C:21](=[O:22])[C:20]2[CH:24]=[CH:25][CH:26]=[C:18]([NH:17][C:15]([C:10]3[C:9]([C:6]4[CH:7]=[CH:8][C:3]([C:2]([F:1])([F:27])[F:28])=[CH:4][CH:5]=4)=[CH:14][CH:13]=[CH:12][CH:11]=3)=[O:16])[CH:19]=2)[CH3:41])=[O:32])[CH:40]=[CH:39][CH:38]=[CH:37][CH:36]=1. Given the reactants [F:1][C:2]([F:28])([F:27])[C:3]1[CH:8]=[CH:7][C:6]([C:9]2[C:10]([C:15]([NH:17][C:18]3[CH:19]=[C:20]([CH:24]=[CH:25][CH:26]=3)[C:21](O)=[O:22])=[O:16])=[CH:11][CH:12]=[CH:13][CH:14]=2)=[CH:5][CH:4]=1.[NH2:29][CH:30]([CH3:41])[C:31]([NH:33][CH2:34][C:35]1[CH:40]=[CH:39][CH:38]=[CH:37][CH:36]=1)=[O:32].CN(C(ON1N=NC2C=CC=CC1=2)=[N+](C)C)C.[B-](F)(F)(F)F.C(N(C(C)C)C(C)C)C, predict the reaction product. (3) Given the reactants ClC1C=C(C(OCCNC(OC)=O)[C:10]2[CH:11]=[C:12]([CH:17]=[CH:18][CH:19]=2)[C:13]([O:15]C)=[O:14])C=C(F)C=1.O[Li].O, predict the reaction product. The product is: [C:13]([OH:15])(=[O:14])[C:12]1[CH:17]=[CH:18][CH:19]=[CH:10][CH:11]=1.